This data is from Full USPTO retrosynthesis dataset with 1.9M reactions from patents (1976-2016). The task is: Predict the reactants needed to synthesize the given product. (1) Given the product [N:40]1([C:2]2[CH:11]=[C:10]3[C:5]([CH:6]=[C:7]([C:16]([O:18][CH2:19][CH3:20])=[O:17])[CH:8]([C:12]([F:15])([F:14])[F:13])[O:9]3)=[CH:4][CH:3]=2)[CH2:44][CH2:43][CH2:42][CH2:41]1, predict the reactants needed to synthesize it. The reactants are: I[C:2]1[CH:11]=[C:10]2[C:5]([CH:6]=[C:7]([C:16]([O:18][CH2:19][CH3:20])=[O:17])[CH:8]([C:12]([F:15])([F:14])[F:13])[O:9]2)=[CH:4][CH:3]=1.P(C(C)(C)C)(C(C)(C)C)C(C)(C)C.C([O-])([O-])=O.[Cs+].[Cs+].[NH:40]1[CH2:44][CH2:43][CH2:42][CH2:41]1. (2) Given the product [N:47]1[CH:52]=[CH:51][CH:50]=[C:49]([S:53]([N:42]2[CH2:43][CH2:44][CH:57]([NH:59][C:17]3[N:18]=[C:19]([NH:29][C:30]4[CH:35]=[CH:34][CH:33]=[C:32]([C:36]([F:38])([F:39])[F:37])[CH:31]=4)[N:20]=[C:21]([O:23][CH2:24][C:25]([F:27])([F:26])[F:28])[N:22]=3)[CH2:46][CH2:45]2)(=[O:55])=[O:54])[CH:48]=1, predict the reactants needed to synthesize it. The reactants are: C1(S(N2CCC(O[C:17]3[N:22]=[C:21]([O:23][CH2:24][C:25]([F:28])([F:27])[F:26])[N:20]=[C:19]([NH:29][C:30]4[CH:35]=[CH:34][CH:33]=[C:32]([C:36]([F:39])([F:38])[F:37])[CH:31]=4)[N:18]=3)CC2)(=O)=O)C=CC=CC=1.CC[N:42]([CH2:45][CH3:46])[CH2:43][CH3:44].[N:47]1[CH:52]=[CH:51][CH:50]=[C:49]([S:53](Cl)(=[O:55])=[O:54])[CH:48]=1.[C:57](#[N:59])C. (3) Given the product [NH2:1][C:2]1[NH:3][C:4](=[O:35])[C:5]2[N:10]=[N:9][N:8]([CH:11]3[O:12][CH:13]([CH:25]=[CH:26][P:27](=[O:28])([OH:29])[OH:32])[CH2:14][CH:15]3[OH:16])[C:6]=2[N:7]=1, predict the reactants needed to synthesize it. The reactants are: [NH2:1][C:2]1[NH:3][C:4](=[O:35])[C:5]2[N:10]=[N:9][N:8]([CH:11]3[CH:15]([O:16]C(=O)C4C=CC=CC=4)[CH2:14][CH:13]([CH:25]=[CH:26][P:27]([O:32]CC)([O:29]CC)=[O:28])[O:12]3)[C:6]=2[N:7]=1.N1C(C)=CC=CC=1C.C[Si](Br)(C)C.[NH4+].[OH-].C([O-])(O)=O.[Na+]. (4) The reactants are: Cl.[NH2:2][C:3]1[CH:8]=[CH:7][C:6]([C:9]2[CH:10]=[CH:11][C:12]([NH:15][CH2:16][CH2:17][N:18]3[CH2:23][CH2:22][O:21][CH2:20][CH2:19]3)=[N:13][CH:14]=2)=[CH:5][CH:4]=1.C(N(CC)CC)C.[F:31][C:32]([F:52])([F:51])[C:33]1([C:36]2[O:40][N:39]=[C:38]([NH:41][C:42](=O)[O:43]C3C=CC=CC=3)[CH:37]=2)[CH2:35][CH2:34]1. Given the product [O:21]1[CH2:22][CH2:23][N:18]([CH2:17][CH2:16][NH:15][C:12]2[N:13]=[CH:14][C:9]([C:6]3[CH:7]=[CH:8][C:3]([NH:2][C:42]([NH:41][C:38]4[CH:37]=[C:36]([C:33]5([C:32]([F:52])([F:31])[F:51])[CH2:34][CH2:35]5)[O:40][N:39]=4)=[O:43])=[CH:4][CH:5]=3)=[CH:10][CH:11]=2)[CH2:19][CH2:20]1, predict the reactants needed to synthesize it.